From a dataset of Reaction yield outcomes from USPTO patents with 853,638 reactions. Predict the reaction yield, written as a fraction of the theoretical maximum amount of product (1.0 means a 100% yield; for example, 0.34 means a 34% yield). (1) The reactants are C([Li])(C)(C)C.[CH3:6][CH2:7][CH2:8][CH2:9][CH3:10].[C:11]([O:15][C:16](=[O:25])[NH:17][C:18]1C=C[C:21]([F:24])=[CH:20][CH:19]=1)([CH3:14])([CH3:13])[CH3:12].ClCCCI. The catalyst is C1COCC1. The product is [C:11]([O:15][C:16]([N:17]1[C:18]2[C:9](=[CH:10][C:21]([F:24])=[CH:20][CH:19]=2)[CH2:8][CH2:7][CH2:6]1)=[O:25])([CH3:14])([CH3:12])[CH3:13]. The yield is 0.480. (2) The reactants are [CH3:1][O:2][C:3]([C:5]1[C:10]2[O:11][CH2:12][CH2:13][CH2:14][CH2:15][C:9]=2[CH:8]=[C:7](Br)[CH:6]=1)=[O:4].[F:17][C:18]1[CH:19]=[C:20](B(O)O)[CH:21]=[C:22]([C:24](=[O:27])[NH:25][CH3:26])[CH:23]=1.C(=O)([O-])[O-].[Na+].[Na+]. The catalyst is C(O)C.C1(C)C=CC=CC=1.C1C=CC([P]([Pd]([P](C2C=CC=CC=2)(C2C=CC=CC=2)C2C=CC=CC=2)([P](C2C=CC=CC=2)(C2C=CC=CC=2)C2C=CC=CC=2)[P](C2C=CC=CC=2)(C2C=CC=CC=2)C2C=CC=CC=2)(C2C=CC=CC=2)C2C=CC=CC=2)=CC=1. The product is [CH3:1][O:2][C:3]([C:5]1[C:10]2[O:11][CH2:12][CH2:13][CH2:14][CH2:15][C:9]=2[CH:8]=[C:7]([C:20]2[CH:21]=[C:22]([C:24](=[O:27])[NH:25][CH3:26])[CH:23]=[C:18]([F:17])[CH:19]=2)[CH:6]=1)=[O:4]. The yield is 0.970. (3) The reactants are [Cl:1][C:2]1[CH:7]=[C:6]2[CH2:8][O:9][C:10]3[CH:33]=[C:32]4[C:13]([CH:14]=[CH:15][C:16]5[N:20]=[C:19]([C@@H:21]6[CH2:25][C@H:24]([O:26][CH2:27][CH3:28])[CH2:23][N:22]6C([O-])=O)[NH:18][C:17]=54)=[CH:12][C:11]=3[C:5]2=[CH:4][CH:3]=1.Cl.[CH3:35][O:36][C:37]([NH:39][C@@H:40]([CH:44]([CH3:46])[CH3:45])[C:41](O)=[O:42])=[O:38].CN(C(ON1N=NC2C=CC=NC1=2)=[N+](C)C)C.F[P-](F)(F)(F)(F)F.CCN(C(C)C)C(C)C. The catalyst is C(Cl)Cl.CO. The product is [Cl:1][C:2]1[CH:7]=[C:6]2[CH2:8][O:9][C:10]3[CH:33]=[C:32]4[C:13]([CH:14]=[CH:15][C:16]5[N:20]=[C:19]([C@@H:21]6[CH2:25][C@H:24]([O:26][CH2:27][CH3:28])[CH2:23][N:22]6[C:41](=[O:42])[C@@H:40]([NH:39][C:37](=[O:38])[O:36][CH3:35])[CH:44]([CH3:46])[CH3:45])[NH:18][C:17]=54)=[CH:12][C:11]=3[C:5]2=[CH:4][CH:3]=1. The yield is 0.900. (4) The reactants are [CH2:1]([C:5]1[N:6]=[C:7]([CH2:27][CH3:28])[NH:8][C:9](=[O:26])[C:10]=1[CH2:11][C:12]1[CH:17]=[CH:16][C:15]([C:18]2[C:19]([C:24]#[N:25])=[CH:20][CH:21]=[CH:22][CH:23]=2)=[CH:14][CH:13]=1)[CH2:2][CH2:3][CH3:4].[C:29]1(B(O)O)[CH:34]=[CH:33][CH:32]=[CH:31][CH:30]=1.N1C=CC=CC=1.C(N(CC)CC)C. The catalyst is C(OCC)(=O)C.C([O-])(=O)C.[Cu+2].C([O-])(=O)C.ClCCl. The product is [CH2:1]([C:5]1[N:6]=[C:7]([CH2:27][CH3:28])[N:8]([C:29]2[CH:34]=[CH:33][CH:32]=[CH:31][CH:30]=2)[C:9](=[O:26])[C:10]=1[CH2:11][C:12]1[CH:17]=[CH:16][C:15]([C:18]2[C:19]([C:24]#[N:25])=[CH:20][CH:21]=[CH:22][CH:23]=2)=[CH:14][CH:13]=1)[CH2:2][CH2:3][CH3:4]. The yield is 0.550. (5) The reactants are [F-].C([N+](CCCC)(CCCC)CCCC)CCC.C(N)CN.[CH2:23]([N:25]1[C:33]2[C:28](=[C:29]([O:43]COCC[Si](C)(C)C)[CH:30]=[C:31]([CH2:34][C:35]3[C:36]([NH2:42])=[N:37][C:38]([NH2:41])=[N:39][CH:40]=3)[CH:32]=2)[CH:27]=[CH:26]1)[CH3:24]. The catalyst is CN(C)C=O.CCOCC. The product is [NH2:41][C:38]1[N:37]=[C:36]([NH2:42])[C:35]([CH2:34][C:31]2[CH:30]=[C:29]([OH:43])[C:28]3[CH:27]=[CH:26][N:25]([CH2:23][CH3:24])[C:33]=3[CH:32]=2)=[CH:40][N:39]=1. The yield is 0.330. (6) The reactants are [F:1][C:2]1[CH:7]=[CH:6][C:5]([C:8]2[C:12]([C:13]3[CH:18]=[CH:17][CH:16]=[CH:15][N:14]=3)=[CH:11][N:10]([CH:19]([CH3:21])[CH3:20])[C:9]=2[CH2:22]O)=[CH:4][CH:3]=1.[BrH:24].[C:25]1([P:31]([C:38]2[CH:43]=[CH:42][CH:41]=[CH:40][CH:39]=2)[C:32]2[CH:37]=[CH:36][CH:35]=[CH:34][CH:33]=2)[CH:30]=[CH:29][CH:28]=[CH:27][CH:26]=1.Cl. The catalyst is C(Cl)Cl. The product is [Br-:24].[F:1][C:2]1[CH:7]=[CH:6][C:5]([C:8]2[C:12]([C:13]3[CH:18]=[CH:17][CH:16]=[CH:15][N:14]=3)=[CH:11][N:10]([CH:19]([CH3:21])[CH3:20])[C:9]=2[CH2:22][P+:31]([C:32]2[CH:33]=[CH:34][CH:35]=[CH:36][CH:37]=2)([C:38]2[CH:43]=[CH:42][CH:41]=[CH:40][CH:39]=2)[C:25]2[CH:26]=[CH:27][CH:28]=[CH:29][CH:30]=2)=[CH:4][CH:3]=1. The yield is 0.990. (7) No catalyst specified. The product is [OH:17][C:16]([CH2:18][CH2:19][CH2:20][CH2:21][C@H:22]1[C@@H:30]2[C@@H:25]([NH:26][C:27]([NH:29]2)=[O:28])[CH2:24][S:23]1)=[O:15]. The reactants are N[C@H](C(O)=O)CS.C1(=O)NC(=O)C=C1.[OH:15][C:16]([CH2:18][CH2:19][CH2:20][CH2:21][C@H:22]1[C@@H:30]2[C@@H:25]([NH:26][C:27]([NH:29]2)=[O:28])[CH2:24][S:23]1)=[O:17]. The yield is 1.00.